From a dataset of Forward reaction prediction with 1.9M reactions from USPTO patents (1976-2016). Predict the product of the given reaction. (1) Given the reactants C(Cl)(=O)C(Cl)=O.[Cl:7][C:8]1[CH:9]=[N:10][CH:11]=[C:12]([Cl:26])[C:13]=1[S:14][C:15]1[S:19][C:18]([C:20]([OH:22])=O)=[CH:17][C:16]=1[N+:23]([O-:25])=[O:24].[CH3:27][S:28][CH2:29][CH2:30][NH2:31].C(N(CC)CC)C, predict the reaction product. The product is: [Cl:26][C:12]1[CH:11]=[N:10][CH:9]=[C:8]([Cl:7])[C:13]=1[S:14][C:15]1[S:19][C:18]([C:20]([NH:31][CH2:30][CH2:29][S:28][CH3:27])=[O:22])=[CH:17][C:16]=1[N+:23]([O-:25])=[O:24]. (2) Given the reactants [C:1]([O:5][C:6](=[O:35])[N:7]([C:16]1[S:17][C@:18]2(C=O)[C@H:20]([C@:21]([C:25]3[CH:30]=[CH:29][CH:28]=[C:27]([F:31])[C:26]=3[F:32])([CH2:23][F:24])[N:22]=1)[CH2:19]2)[CH2:8][O:9][CH2:10][CH2:11][Si:12]([CH3:15])([CH3:14])[CH3:13])([CH3:4])([CH3:3])[CH3:2].CCCCCCC, predict the reaction product. The product is: [F:32][C:26]1[C:27]([F:31])=[CH:28][CH:29]=[CH:30][C:25]=1[C@:21]1([CH2:23][F:24])[C@H:20]2[C@H:18]([CH2:19]2)[S:17][C:16]([N:7]([CH2:8][O:9][CH2:10][CH2:11][Si:12]([CH3:13])([CH3:15])[CH3:14])[C:6](=[O:35])[O:5][C:1]([CH3:4])([CH3:3])[CH3:2])=[N:22]1. (3) Given the reactants [F:1][C:2]1[C:3]([CH2:24][N:25](C)[C:26](=O)OC(C)(C)C)=[CH:4][N:5]([S:14]([C:17]2[CH:18]=[N:19][CH:20]=[CH:21][C:22]=2[CH3:23])(=[O:16])=[O:15])[C:6]=1[C:7]1[C:8]([F:13])=[N:9][CH:10]=[CH:11][CH:12]=1.C(OCC)(=O)C.Cl, predict the reaction product. The product is: [F:1][C:2]1[C:3]([CH2:24][NH:25][CH3:26])=[CH:4][N:5]([S:14]([C:17]2[CH:18]=[N:19][CH:20]=[CH:21][C:22]=2[CH3:23])(=[O:16])=[O:15])[C:6]=1[C:7]1[C:8]([F:13])=[N:9][CH:10]=[CH:11][CH:12]=1. (4) Given the reactants [Cl:1][C:2]1([C:22]([O:24]CC)=[O:23])[CH:7]=[CH:6][C:5]([N:8]([C:12]2[CH:17]=[CH:16][CH:15]=[CH:14][C:13]=2[C:18]([F:21])([F:20])[F:19])[C:9](=[O:11])[NH2:10])=[CH:4][CH2:3]1.[OH-].[K+], predict the reaction product. The product is: [Cl:1][C:2]1([C:22]([OH:24])=[O:23])[CH:3]=[CH:4][C:5]([N:8]([C:12]2[CH:17]=[CH:16][CH:15]=[CH:14][C:13]=2[C:18]([F:21])([F:19])[F:20])[C:9](=[O:11])[NH2:10])=[CH:6][CH2:7]1. (5) Given the reactants [NH:1]1[CH:5]=[CH:4][CH:3]=[CH:2]1.C[Mg]Br.N1C=CC=CC=1S[C:16]([C:18]1[CH:27]=[CH:26][C:21]([C:22]([O:24][CH3:25])=[O:23])=[CH:20][CH:19]=1)=[O:17].[Cl-].[NH4+], predict the reaction product. The product is: [NH:1]1[CH:5]=[CH:4][CH:3]=[C:2]1[C:16]([C:18]1[CH:19]=[CH:20][C:21]([C:22]([O:24][CH3:25])=[O:23])=[CH:26][CH:27]=1)=[O:17]. (6) Given the reactants [O:1]=[O+][O-].[CH3:4][Si:5]([C:8]#[C:9][C:10]1[CH:19]=[C:18]2[C:13]([CH:14]=[C:15](/[CH:21]=C/C(OCC)=O)[C:16](=[O:20])[O:17]2)=[CH:12][CH:11]=1)([CH3:7])[CH3:6].CSC, predict the reaction product. The product is: [CH3:7][Si:5]([C:8]#[C:9][C:10]1[CH:19]=[C:18]2[C:13]([CH:14]=[C:15]([CH:21]=[O:1])[C:16](=[O:20])[O:17]2)=[CH:12][CH:11]=1)([CH3:4])[CH3:6]. (7) Given the reactants CCN(C(C)C)C(C)C.Cl.[NH2:11][C@@H:12]1[CH2:17][CH2:16][C@H:15]([OH:18])[CH2:14][CH2:13]1.O=[CH:20][CH2:21][C:22]1([C:35]([O:37][CH2:38][CH3:39])=[O:36])[CH2:27][CH2:26][CH2:25][N:24]([C:28]([O:30][C:31]([CH3:34])([CH3:33])[CH3:32])=[O:29])[CH2:23]1.C(O[BH-](OC(=O)C)OC(=O)C)(=O)C.[Na+], predict the reaction product. The product is: [OH:18][C@@H:15]1[CH2:16][CH2:17][C@H:12]([NH:11][CH2:20][CH2:21][C:22]2([C:35]([O:37][CH2:38][CH3:39])=[O:36])[CH2:27][CH2:26][CH2:25][N:24]([C:28]([O:30][C:31]([CH3:33])([CH3:34])[CH3:32])=[O:29])[CH2:23]2)[CH2:13][CH2:14]1. (8) The product is: [CH:21]([C:20]1[C:19]([O:24][CH3:25])=[CH:18][C:17]([O:26][CH3:27])=[C:16]([C:15]#[C:14][C:9]2[CH:10]=[CH:11][CH:12]=[CH:13][C:8]=2[NH:7][C:28](=[O:33])[C:29]([CH3:32])([CH3:31])[CH3:30])[CH:23]=1)=[O:22]. Given the reactants N1C=CC=CC=1.[NH2:7][C:8]1[CH:13]=[CH:12][CH:11]=[CH:10][C:9]=1[C:14]#[C:15][C:16]1[C:17]([O:26][CH3:27])=[CH:18][C:19]([O:24][CH3:25])=[C:20]([CH:23]=1)[CH:21]=[O:22].[C:28](Cl)(=[O:33])[C:29]([CH3:32])([CH3:31])[CH3:30], predict the reaction product.